From a dataset of Catalyst prediction with 721,799 reactions and 888 catalyst types from USPTO. Predict which catalyst facilitates the given reaction. (1) Reactant: [Cl:1][C:2]1[CH:7]=[CH:6][C:5]([C:8]([N:13]2[C:21]3[C:16](=[C:17]([N:22]([CH2:27][O:28][CH2:29][CH2:30][Si:31]([CH3:34])([CH3:33])[CH3:32])[S:23]([CH3:26])(=[O:25])=[O:24])[CH:18]=[CH:19][CH:20]=3)[CH:15]=[N:14]2)([CH2:11][CH3:12])[CH2:9][OH:10])=[CH:4][CH:3]=1.CC(OI1(OC(C)=O)(OC(C)=O)OC(=O)C2C=CC=CC1=2)=O. Product: [Cl:1][C:2]1[CH:7]=[CH:6][C:5]([C:8]([N:13]2[C:21]3[C:16](=[C:17]([N:22]([CH2:27][O:28][CH2:29][CH2:30][Si:31]([CH3:33])([CH3:32])[CH3:34])[S:23]([CH3:26])(=[O:24])=[O:25])[CH:18]=[CH:19][CH:20]=3)[CH:15]=[N:14]2)([CH2:11][CH3:12])[CH:9]=[O:10])=[CH:4][CH:3]=1. The catalyst class is: 34. (2) The catalyst class is: 12. Product: [ClH:35].[CH3:31][N:27]1[C:26]2[CH:25]=[CH:24][CH:23]=[C:22]([NH:21][C:20]([C:17]3[C:15]4[N:16]=[C:11]([NH:10][CH2:9][CH2:8][NH:7][CH3:6])[N:12]=[CH:13][C:14]=4[S:19][CH:18]=3)=[O:32])[C:30]=2[N:29]=[CH:28]1. Reactant: C(O[C:6](=O)[N:7](C)[CH2:8][CH2:9][NH:10][C:11]1[N:12]=[CH:13][C:14]2[S:19][CH:18]=[C:17]([C:20](=[O:32])[NH:21][C:22]3[C:30]4[N:29]=[CH:28][N:27]([CH3:31])[C:26]=4[CH:25]=[CH:24][CH:23]=3)[C:15]=2[N:16]=1)(C)(C)C.[ClH:35]. (3) Reactant: FC(F)(F)C(O)=O.[F:8][C:9]1[C:14]([F:15])=[CH:13][CH:12]=[CH:11][C:10]=1[C@H:16]1[CH2:22][NH:21][C:20](=[S:23])[C@H:19]([NH:24]C(=O)OC(C)(C)C)[CH2:18][CH2:17]1. Product: [NH2:24][C@@H:19]1[CH2:18][CH2:17][C@@H:16]([C:10]2[CH:11]=[CH:12][CH:13]=[C:14]([F:15])[C:9]=2[F:8])[CH2:22][NH:21][C:20]1=[S:23]. The catalyst class is: 4. (4) Reactant: [N:1]([C@@H:4]1[CH2:9][CH2:8][N:7]([C:10]([O:12][C:13]([CH3:16])([CH3:15])[CH3:14])=[O:11])[CH2:6][C@H:5]1[OH:17])=[N+]=[N-]. Product: [NH2:1][C@@H:4]1[CH2:9][CH2:8][N:7]([C:10]([O:12][C:13]([CH3:15])([CH3:14])[CH3:16])=[O:11])[CH2:6][C@H:5]1[OH:17]. The catalyst class is: 19.